Predict the reaction yield, written as a fraction of the theoretical maximum amount of product (1.0 means a 100% yield; for example, 0.34 means a 34% yield). From a dataset of Reaction yield outcomes from USPTO patents with 853,638 reactions. (1) The reactants are B(C1CCCCC1)C1CCCCC1.[CH3:14][C:15]([CH3:19])([CH3:18])[C:16]#[CH:17].[Zn](CC)CC.[F:25][C:26]([F:36])([F:35])[C:27]1[CH:34]=[CH:33][C:30]([CH:31]=[O:32])=[CH:29][CH:28]=1. No catalyst specified. The product is [CH3:14][C:15]([CH3:19])([CH3:18])[CH:16]=[CH:17][C@@H:31]([C:30]1[CH:29]=[CH:28][C:27]([C:26]([F:25])([F:35])[F:36])=[CH:34][CH:33]=1)[OH:32]. The yield is 0.890. (2) The reactants are [F:1][C:2]1[CH:7]=[CH:6][C:5]([OH:8])=[C:4]([CH3:9])[C:3]=1[NH:10][CH2:11][C:12]1[CH:17]=[C:16]([O:18][CH3:19])[CH:15]=[C:14]([C:20]2[CH:25]=[CH:24][CH:23]=[C:22]([F:26])[CH:21]=2)[CH:13]=1.C([O-])([O-])=O.[Cs+].[Cs+].Br[CH2:34][C:35]([O:37][CH:38]([CH3:40])[CH3:39])=[O:36].O. The catalyst is CN(C=O)C. The product is [F:1][C:2]1[CH:7]=[CH:6][C:5]([O:8][CH2:34][C:35]([O:37][CH:38]([CH3:40])[CH3:39])=[O:36])=[C:4]([CH3:9])[C:3]=1[NH:10][CH2:11][C:12]1[CH:17]=[C:16]([O:18][CH3:19])[CH:15]=[C:14]([C:20]2[CH:25]=[CH:24][CH:23]=[C:22]([F:26])[CH:21]=2)[CH:13]=1. The yield is 0.800. (3) The reactants are [Cl:1][C:2]1[C:3]([F:31])=[C:4]([CH:8]2[C:12]([C:15]3[CH:20]=[CH:19][C:18]([Cl:21])=[CH:17][C:16]=3[F:22])([C:13]#[N:14])[CH:11]([CH2:23][C:24]([CH3:27])([CH3:26])[CH3:25])[NH:10][CH:9]2[C:28](O)=[O:29])[CH:5]=[CH:6][CH:7]=1.[NH2:32][CH2:33][C:34]1[CH:43]=[CH:42][C:37]([C:38]([O:40][CH3:41])=[O:39])=[C:36]([F:44])[CH:35]=1.CCN(C(C)C)C(C)C.C1C=CC2N(O)N=NC=2C=1.CN(C(ON1N=NC2C=CC=CC1=2)=[N+](C)C)C.F[P-](F)(F)(F)(F)F. The catalyst is CN(C)C=O. The product is [CH3:41][O:40][C:38](=[O:39])[C:37]1[CH:42]=[CH:43][C:34]([CH2:33][NH:32][C:28]([C@H:9]2[C@H:8]([C:4]3[CH:5]=[CH:6][CH:7]=[C:2]([Cl:1])[C:3]=3[F:31])[C@:12]([C:15]3[CH:20]=[CH:19][C:18]([Cl:21])=[CH:17][C:16]=3[F:22])([C:13]#[N:14])[C@H:11]([CH2:23][C:24]([CH3:25])([CH3:26])[CH3:27])[NH:10]2)=[O:29])=[CH:35][C:36]=1[F:44]. The yield is 0.980. (4) The reactants are [C:1]([C:5]1[CH:10]=[CH:9][C:8]([NH:11][C:12]([NH:14][CH2:15][CH2:16][CH2:17][OH:18])=[O:13])=[CH:7][CH:6]=1)([CH3:4])([CH3:3])[CH3:2]. The catalyst is CC(=O)OCC. The product is [C:1]([C:5]1[CH:10]=[CH:9][C:8]([NH:11][C:12]([NH:14][CH2:15][CH2:16][CH:17]=[O:18])=[O:13])=[CH:7][CH:6]=1)([CH3:4])([CH3:2])[CH3:3]. The yield is 1.00. (5) The reactants are [Cl:1][C:2]1[C:9]([CH3:10])=[C:8]([NH:11][C@@H:12]([C:16]2[O:17][C:18]([C:21]3[CH:26]=[CH:25][C:24]([OH:27])=[CH:23][CH:22]=3)=[N:19][N:20]=2)[C@@H:13]([OH:15])[CH3:14])[CH:7]=[CH:6][C:3]=1[C:4]#[N:5].[CH3:28][CH2:29][CH2:30][C:31](Cl)=[O:32]. The catalyst is N1C=CC=CC=1.C(Cl)Cl. The product is [C:31]([O:27][C:24]1[CH:23]=[CH:22][C:21]([C:18]2[O:17][C:16]([C@H:12]([NH:11][C:8]3[CH:7]=[CH:6][C:3]([C:4]#[N:5])=[C:2]([Cl:1])[C:9]=3[CH3:10])[C@@H:13]([O:15][C:16](=[O:17])[CH2:12][CH2:13][CH3:14])[CH3:14])=[N:20][N:19]=2)=[CH:26][CH:25]=1)(=[O:32])[CH2:30][CH2:29][CH3:28]. The yield is 0.710. (6) The reactants are [NH:1]1[C:5]2=[N:6][CH:7]=[CH:8][CH:9]=[C:4]2[C:3]([CH:10]=[C:11]2[O:15][C:14]([NH:16][C:17]3[CH:22]=[CH:21][CH:20]=[CH:19][C:18]=3[Cl:23])=[C:13]([C:24]([O:26][CH2:27][CH3:28])=[O:25])[C:12]2=[O:29])=[CH:2]1.C(O)C[OH:32]. The catalyst is CN(C)C(=O)C.[Zn]. The product is [NH:1]1[C:5]2=[N:6][CH:7]=[CH:8][CH:9]=[C:4]2[C:3]([CH:10]=[C:11]2[O:15][C:14]([NH:16][C:17]3[CH:22]=[CH:21][CH:20]=[CH:19][C:18]=3[Cl:23])=[C:13]([C:24]([O:26][CH2:27][CH2:28][OH:32])=[O:25])[C:12]2=[O:29])=[CH:2]1. The yield is 0.290.